From a dataset of Catalyst prediction with 721,799 reactions and 888 catalyst types from USPTO. Predict which catalyst facilitates the given reaction. (1) Reactant: S(O[CH2:12][CH2:13][CH2:14][CH2:15][C:16]#[C:17][C:18]1[CH:19]=[C:20]([O:24][CH2:25][C@@H:26]2[CH2:29][CH2:28][N:27]2[C:30]([O:32][C:33]([CH3:36])([CH3:35])[CH3:34])=[O:31])[CH:21]=[N:22][CH:23]=1)(C1C=CC(C)=CC=1)(=O)=O.CCCC[N+](CCCC)(CCCC)CCCC.[F-:54]. Product: [F:54][CH2:12][CH2:13][CH2:14][CH2:15][C:16]#[C:17][C:18]1[CH:19]=[C:20]([O:24][CH2:25][C@@H:26]2[CH2:29][CH2:28][N:27]2[C:30]([O:32][C:33]([CH3:36])([CH3:35])[CH3:34])=[O:31])[CH:21]=[N:22][CH:23]=1. The catalyst class is: 1. (2) Reactant: [F:1][C:2]1[CH:9]=[C:8]([OH:10])[CH:7]=[CH:6][C:3]=1[C:4]#[N:5].[C:11](=O)([O-])[O-].[K+].[K+].IC.O. Product: [F:1][C:2]1[CH:9]=[C:8]([O:10][CH3:11])[CH:7]=[CH:6][C:3]=1[C:4]#[N:5]. The catalyst class is: 3. (3) Reactant: [F:1][C:2]1[CH:7]=[CH:6][C:5]([C:8]2[C:16]3[C:11](=[CH:12][CH:13]=[C:14]([C:17]4[NH:18][C:19]([C:22]5[CH:27]=[CH:26][C:25]([O:28]C)=[CH:24][CH:23]=5)=[N:20][N:21]=4)[CH:15]=3)[NH:10][N:9]=2)=[CH:4][CH:3]=1.B(Br)(Br)Br. Product: [F:1][C:2]1[CH:7]=[CH:6][C:5]([C:8]2[C:16]3[C:11](=[CH:12][CH:13]=[C:14]([C:17]4[NH:18][C:19]([C:22]5[CH:27]=[CH:26][C:25]([OH:28])=[CH:24][CH:23]=5)=[N:20][N:21]=4)[CH:15]=3)[NH:10][N:9]=2)=[CH:4][CH:3]=1. The catalyst class is: 4. (4) Reactant: [H-].[Al+3].[Li+].[H-].[H-].[H-].O1CCCC1.[CH3:12][N:13]([C:37]1[CH:38]=[N:39][N:40]([CH3:62])[C:41]=1[NH:42][C:43]([C:56]1[CH:61]=[CH:60][CH:59]=[CH:58][CH:57]=1)([C:50]1[CH:55]=[CH:54][CH:53]=[CH:52][CH:51]=1)[C:44]1[CH:49]=[CH:48][CH:47]=[CH:46][CH:45]=1)[C:14](=O)[CH2:15][NH:16][C:17]([C:30]1[CH:35]=[CH:34][CH:33]=[CH:32][CH:31]=1)([C:24]1[CH:29]=[CH:28][CH:27]=[CH:26][CH:25]=1)[C:18]1[CH:23]=[CH:22][CH:21]=[CH:20][CH:19]=1.[F-].[Na+]. Product: [CH3:12][N:13]([CH2:14][CH2:15][NH:16][C:17]([C:30]1[CH:35]=[CH:34][CH:33]=[CH:32][CH:31]=1)([C:18]1[CH:19]=[CH:20][CH:21]=[CH:22][CH:23]=1)[C:24]1[CH:25]=[CH:26][CH:27]=[CH:28][CH:29]=1)[C:37]1[CH:38]=[N:39][N:40]([CH3:62])[C:41]=1[NH:42][C:43]([C:50]1[CH:55]=[CH:54][CH:53]=[CH:52][CH:51]=1)([C:56]1[CH:61]=[CH:60][CH:59]=[CH:58][CH:57]=1)[C:44]1[CH:45]=[CH:46][CH:47]=[CH:48][CH:49]=1. The catalyst class is: 6. (5) Product: [C:1]([O:5][C:6](=[O:7])[NH:8][CH2:9][C:10]1[CH:20]=[CH:19][C:13]([O:14][CH2:15][C:16](=[O:18])[N:29]([CH3:30])[CH3:28])=[C:12]([C:21]2[CH:26]=[CH:25][N:24]=[CH:23][CH:22]=2)[CH:11]=1)([CH3:4])([CH3:3])[CH3:2]. The catalyst class is: 2. Reactant: [C:1]([O:5][C:6]([NH:8][CH2:9][C:10]1[CH:20]=[CH:19][C:13]([O:14][CH2:15][C:16]([OH:18])=O)=[C:12]([C:21]2[CH:26]=[CH:25][N:24]=[CH:23][CH:22]=2)[CH:11]=1)=[O:7])([CH3:4])([CH3:3])[CH3:2].C[CH2:28][N:29](C(C)C)[CH:30](C)C.CNC.CCN=C=NCCCN(C)C. (6) Reactant: [NH2:1][C:2]1[N:7]=[C:6]([Cl:8])[CH:5]=[C:4]([Cl:9])[N:3]=1.CC(N(C)C)=O.[Cl:16][C:17]1[CH:25]=[CH:24][C:23]([N+:26]([O-:28])=[O:27])=[CH:22][C:18]=1[C:19](Cl)=[O:20].C(=O)(O)[O-].[Na+]. Product: [Cl:9][C:4]1[CH:5]=[C:6]([Cl:8])[N:7]=[C:2]([NH:1][C:19]([C:18]2[CH:22]=[C:23]([N+:26]([O-:28])=[O:27])[CH:24]=[CH:25][C:17]=2[Cl:16])=[O:20])[N:3]=1. The catalyst class is: 6.